From a dataset of Full USPTO retrosynthesis dataset with 1.9M reactions from patents (1976-2016). Predict the reactants needed to synthesize the given product. (1) Given the product [F:10][C:8]1[CH:9]=[C:4]([C:3]([OH:2])=[O:19])[CH:5]=[C:6]([C:26]2[CH:25]=[CH:24][CH:23]=[C:22]([C:21]([F:32])([F:31])[F:20])[CH:27]=2)[C:7]=1[O:11][CH2:12][CH2:13][OH:14], predict the reactants needed to synthesize it. The reactants are: C[O:2][C:3](=[O:19])[C:4]1[CH:9]=[C:8]([F:10])[C:7]([O:11][CH2:12][CH2:13][O:14]C(=O)C)=[C:6](Br)[CH:5]=1.[F:20][C:21]([F:32])([F:31])[C:22]1[CH:23]=[C:24](B(O)O)[CH:25]=[CH:26][CH:27]=1. (2) Given the product [CH2:16]([NH:6][C:5]1[C:4]([CH:1]([CH3:3])[CH3:2])=[CH:10][CH:9]=[CH:8][C:7]=1[CH:11]([CH3:13])[CH3:12])[CH:15]=[CH2:14], predict the reactants needed to synthesize it. The reactants are: [CH:1]([C:4]1[CH:10]=[CH:9][CH:8]=[C:7]([CH:11]([CH3:13])[CH3:12])[C:5]=1[NH2:6])([CH3:3])[CH3:2].[CH2:14](Cl)[CH:15]=[CH2:16].[OH-].[Na+]. (3) Given the product [Cl:42]/[C:39](/[C:40]#[N:41])=[CH:11]\[C@@H:10]1[C@@H:9]([C:13]([O:15][CH2:16][C:17]2[C:22]([F:23])=[C:21]([F:24])[C:20]([CH2:25][O:26][CH3:27])=[C:19]([F:28])[C:18]=2[F:29])=[O:14])[C:8]1([CH3:7])[CH3:30], predict the reactants needed to synthesize it. The reactants are: CC(C)([O-])C.[K+].[CH3:7][C:8]1([CH3:30])[C@@H:10]([CH:11]=O)[C@H:9]1[C:13]([O:15][CH2:16][C:17]1[C:22]([F:23])=[C:21]([F:24])[C:20]([CH2:25][O:26][CH3:27])=[C:19]([F:28])[C:18]=1[F:29])=[O:14].C(OP([CH:39]([Cl:42])[C:40]#[N:41])(=O)OCC)C. (4) Given the product [Br:1][C:2]1[CH:3]=[C:4]2[C:9]([NH:16][C@@H:17]([C:18]([C:19]#[N:20])([CH3:22])[CH3:21])[CH3:23])=[C:8]([C:11]([NH2:13])=[O:12])[CH:7]=[N:6][N:5]2[CH:14]=1, predict the reactants needed to synthesize it. The reactants are: [Br:1][C:2]1[CH:3]=[C:4]2[C:9](Cl)=[C:8]([C:11]([NH2:13])=[O:12])[CH:7]=[N:6][N:5]2[CH:14]=1.Cl.[NH2:16][C@H:17]([CH3:23])[C:18]([CH3:22])([CH3:21])[C:19]#[N:20].CCN(C(C)C)C(C)C. (5) Given the product [C:2]([C:4]1[C:9](=[O:10])[C@@:8]2([CH3:23])[C:11]3[C:12]([OH:22])=[CH:13][C:14]([O:21][CH3:27])=[C:15]([C:18]([NH2:20])=[O:19])[C:16]=3[O:17][C:7]2=[CH:6][C:5]=1[OH:24])(=[O:3])[CH3:1], predict the reactants needed to synthesize it. The reactants are: [CH3:1][C:2]([C:4]1[C:9](=[O:10])[C@@:8]2([CH3:23])[C:11]3[C:16]([O:17][C:7]2=[CH:6][C:5]=1[OH:24])=[C:15]([C:18]([NH2:20])=[O:19])[C:14]([OH:21])=[CH:13][C:12]=3[OH:22])=[O:3].CI.[C:27](=O)([O-])[O-].[K+].[K+]. (6) Given the product [Cl:22][C:18]1[S:19][CH:20]=[C:21]([Si:32]([CH3:34])([CH3:33])[CH3:31])[C:17]=1[C:15]([NH:14][CH2:12][CH3:13])=[O:16], predict the reactants needed to synthesize it. The reactants are: [Li]C(CC)C.C1CCCCC1.[CH2:12]([NH:14][C:15]([C:17]1[CH:21]=[CH:20][S:19][C:18]=1[Cl:22])=[O:16])[CH3:13].CN(CCN(C)C)C.[CH3:31][Si:32](Cl)([CH3:34])[CH3:33]. (7) The reactants are: [Cl:1][C:2]1[CH:3]=[C:4]2[C:8](=[CH:9][CH:10]=1)[NH:7][C:6]([CH2:11][CH3:12])=[CH:5]2.CN(C)[CH:15]=[CH:16][N+:17]([O-:19])=[O:18]. Given the product [Cl:1][C:2]1[CH:3]=[C:4]2[C:8](=[CH:9][CH:10]=1)[NH:7][C:6]([CH2:11][CH3:12])=[C:5]2/[CH:15]=[CH:16]/[N+:17]([O-:19])=[O:18], predict the reactants needed to synthesize it.